From a dataset of Forward reaction prediction with 1.9M reactions from USPTO patents (1976-2016). Predict the product of the given reaction. (1) The product is: [Cl:16][C:17]1[CH:18]=[C:19]([NH:24][C:25]([N:8]2[CH2:7][CH2:6][N:5]([C:9]([O:11][C:12]([CH3:15])([CH3:14])[CH3:13])=[O:10])[CH2:4][CH:3]2[CH2:2][OH:1])=[O:26])[CH:20]=[CH:21][C:22]=1[Cl:23]. Given the reactants [OH:1][CH2:2][CH:3]1[NH:8][CH2:7][CH2:6][N:5]([C:9]([O:11][C:12]([CH3:15])([CH3:14])[CH3:13])=[O:10])[CH2:4]1.[Cl:16][C:17]1[CH:18]=[C:19]([N:24]=[C:25]=[O:26])[CH:20]=[CH:21][C:22]=1[Cl:23], predict the reaction product. (2) Given the reactants [CH3:1][NH:2][CH2:3][CH2:4][CH2:5][CH2:6][CH2:7][CH2:8][CH2:9][CH2:10][CH2:11][CH2:12][CH2:13][CH3:14].CCN(C(C)C)C(C)C.[N:24]([C:27]([CH3:33])([CH3:32])[CH2:28][C:29](Cl)=[O:30])=[N+:25]=[N-:26], predict the reaction product. The product is: [N:24]([C:27]([CH3:33])([CH3:32])[CH2:28][C:29]([N:2]([CH2:3][CH2:4][CH2:5][CH2:6][CH2:7][CH2:8][CH2:9][CH2:10][CH2:11][CH2:12][CH2:13][CH3:14])[CH3:1])=[O:30])=[N+:25]=[N-:26]. (3) Given the reactants [CH2:1]([C:3]([C:21]1[CH:26]=[CH:25][C:24]([OH:27])=[C:23]([CH3:28])[CH:22]=1)([C:6]1[CH:11]=[CH:10][C:9]([CH2:12][CH2:13][CH:14]([OH:19])[C:15]([CH3:18])([CH3:17])[CH3:16])=[C:8]([CH3:20])[CH:7]=1)[CH2:4][CH3:5])[CH3:2].C1(P(C2C=CC=CC=2)C2C=CC=CC=2)C=CC=CC=1.CCOC(/N=N/C(OCC)=O)=O.[C:60]([Si:64]([CH3:73])([CH3:72])[N:65]1[C@@H:68]([CH2:69]O)[CH2:67][C:66]1=[O:71])([CH3:63])([CH3:62])[CH3:61], predict the reaction product. The product is: [C:60]([Si:64]([CH3:73])([CH3:72])[N:65]1[C@@H:68]([CH2:69][O:27][C:24]2[CH:25]=[CH:26][C:21]([C:3]([CH2:4][CH3:5])([C:6]3[CH:11]=[CH:10][C:9]([CH2:12][CH2:13][CH:14]([OH:19])[C:15]([CH3:17])([CH3:18])[CH3:16])=[C:8]([CH3:20])[CH:7]=3)[CH2:1][CH3:2])=[CH:22][C:23]=2[CH3:28])[CH2:67][C:66]1=[O:71])([CH3:61])([CH3:63])[CH3:62]. (4) Given the reactants Cl[C:2]1[N:7]=[C:6]([C:8]2[CH:9]=[N:10][N:11]([CH2:13][C:14]([CH3:17])([OH:16])[CH3:15])[CH:12]=2)[CH:5]=[CH:4][N:3]=1.[NH2:18][C:19]1[CH:20]=[C:21]([C:26]2[S:30][C:29]([C:31]3([OH:35])[CH2:34][CH2:33][CH2:32]3)=[N:28][CH:27]=2)[CH:22]=[C:23]([CH3:25])[CH:24]=1.C(=O)([O-])[O-].[Cs+].[Cs+].CC1(C)C2C(=C(P(C3C=CC=CC=3)C3C=CC=CC=3)C=CC=2)OC2C(P(C3C=CC=CC=3)C3C=CC=CC=3)=CC=CC1=2, predict the reaction product. The product is: [OH:16][C:14]([CH3:17])([CH3:15])[CH2:13][N:11]1[CH:12]=[C:8]([C:6]2[CH:5]=[CH:4][N:3]=[C:2]([NH:18][C:19]3[CH:20]=[C:21]([C:26]4[S:30][C:29]([C:31]5([OH:35])[CH2:34][CH2:33][CH2:32]5)=[N:28][CH:27]=4)[CH:22]=[C:23]([CH3:25])[CH:24]=3)[N:7]=2)[CH:9]=[N:10]1.